Dataset: Reaction yield outcomes from USPTO patents with 853,638 reactions. Task: Predict the reaction yield, written as a fraction of the theoretical maximum amount of product (1.0 means a 100% yield; for example, 0.34 means a 34% yield). (1) The reactants are N1C=CC=CC=1.[CH3:7][S:8](Cl)(=[O:10])=[O:9].[C:12]([NH:16][C:17]([C:19]1[N:23]=[C:22]([C:24]2[CH:29]=[CH:28][C:27]([NH2:30])=[CH:26][N:25]=2)[N:21]([C:31]2[CH:32]=[N:33][C:34]([O:37][CH3:38])=[CH:35][CH:36]=2)[N:20]=1)=[O:18])([CH3:15])([CH3:14])[CH3:13].C(=O)([O-])O.[Na+]. The catalyst is ClCCl. The product is [C:12]([NH:16][C:17]([C:19]1[N:23]=[C:22]([C:24]2[CH:29]=[CH:28][C:27]([NH:30][S:8]([CH3:7])(=[O:10])=[O:9])=[CH:26][N:25]=2)[N:21]([C:31]2[CH:32]=[N:33][C:34]([O:37][CH3:38])=[CH:35][CH:36]=2)[N:20]=1)=[O:18])([CH3:15])([CH3:14])[CH3:13]. The yield is 0.640. (2) The reactants are [CH2:1]([O:3][C:4]([C:6]([C:9]1[N:10](C(OC(C)(C)C)=O)[C:11]2[C:16]([CH:17]=1)=[CH:15][CH:14]=[CH:13][CH:12]=2)([CH3:8])[CH3:7])=[O:5])[CH3:2]. The catalyst is ClCCl.C(O)(C(F)(F)F)=O. The product is [NH:10]1[C:11]2[C:16](=[CH:15][CH:14]=[CH:13][CH:12]=2)[CH:17]=[C:9]1[C:6]([CH3:7])([CH3:8])[C:4]([O:3][CH2:1][CH3:2])=[O:5]. The yield is 0.780. (3) The reactants are [O:1]=[C:2]1[CH:11]=[CH:10][C:9]2[C:4](=[CH:5][CH:6]=[C:7]([O:12][CH2:13][C:14]([OH:16])=O)[CH:8]=2)[NH:3]1.Cl.CN(C)CCCN=C=NCC.OC1C2NN=NC=2N=CC=1.[NH2:39][CH2:40][C:41]([NH:44][CH2:45][C@H:46]([OH:57])[CH2:47][O:48][C:49]1[CH:56]=[CH:55][CH:54]=[CH:53][C:50]=1[C:51]#[N:52])([CH3:43])[CH3:42].C(N(CC)CC)C.[OH-].[Na+]. The catalyst is CN(C)C=O.[Cl-].[Na+].O. The product is [C:51]([C:50]1[CH:53]=[CH:54][CH:55]=[CH:56][C:49]=1[O:48][CH2:47][C@@H:46]([OH:57])[CH2:45][NH:44][C:41]([CH3:43])([CH3:42])[CH2:40][NH:39][C:14](=[O:16])[CH2:13][O:12][C:7]1[CH:8]=[C:9]2[C:4](=[CH:5][CH:6]=1)[NH:3][C:2](=[O:1])[CH:11]=[CH:10]2)#[N:52]. The yield is 0.340. (4) The reactants are [F:1][C:2]1[CH:7]=[CH:6][C:5]([S:8]([NH:11][C:12]2[CH:13]=[CH:14][CH:15]=[C:16]3[C:21]=2[N:20]=[CH:19][CH:18]=[CH:17]3)(=[O:10])=[O:9])=[C:4]([N+:22]([O-])=O)[CH:3]=1.O.O.[Sn](Cl)Cl. No catalyst specified. The product is [NH2:22][C:4]1[CH:3]=[C:2]([F:1])[CH:7]=[CH:6][C:5]=1[S:8]([NH:11][C:12]1[CH:13]=[CH:14][CH:15]=[C:16]2[C:21]=1[N:20]=[CH:19][CH:18]=[CH:17]2)(=[O:9])=[O:10]. The yield is 0.900. (5) The reactants are [F:1][C:2]1[CH:7]=[C:6]([F:8])[CH:5]=[CH:4][C:3]=1[N:9]1[C:13]([C:14]2[S:23][C:22]3[C:21]4[N:24]=[C:25]([NH2:28])[CH:26]=[CH:27][C:20]=4[O:19][CH2:18][CH2:17][C:16]=3[CH:15]=2)=[N:12][CH:11]=[N:10]1.[O:29]1[CH2:32][C:31](=O)[CH2:30]1. The catalyst is C1COCC1. The product is [F:1][C:2]1[CH:7]=[C:6]([F:8])[CH:5]=[CH:4][C:3]=1[N:9]1[C:13]([C:14]2[S:23][C:22]3[C:21]4[N:24]=[C:25]([NH:28][CH:31]5[CH2:32][O:29][CH2:30]5)[CH:26]=[CH:27][C:20]=4[O:19][CH2:18][CH2:17][C:16]=3[CH:15]=2)=[N:12][CH:11]=[N:10]1. The yield is 0.500. (6) The product is [Cl:22][CH:7]([CH:1]1[CH2:6][CH2:5][CH2:4][CH2:3][CH2:2]1)[C:9]1[O:10][C:11]2[CH:18]=[C:17]([F:19])[CH:16]=[CH:15][C:12]=2[C:13]=1[CH3:14]. The reactants are [CH:1]1([CH:7]([C:9]2[O:10][C:11]3[CH:18]=[C:17]([F:19])[CH:16]=[CH:15][C:12]=3[C:13]=2[CH3:14])O)[CH2:6][CH2:5][CH2:4][CH2:3][CH2:2]1.S(Cl)([Cl:22])=O.C(=O)([O-])O.[Na+]. The yield is 0.950. The catalyst is C1(C)C=CC=CC=1. (7) The reactants are Br[C:2]1[NH:3][C:4]2[C:9]([CH:10]=1)=[CH:8][CH:7]=[CH:6][CH:5]=2.[CH3:11][C:12]1[S:13][C:14]([C:18]2[CH:27]=[CH:26][C:25]3[C:20](=[CH:21][CH:22]=[C:23](B(O)O)[CH:24]=3)[N:19]=2)=[C:15]([CH3:17])[N:16]=1.[C:31]([O-:34])([O-])=[O:32].[K+].[K+].[CH2:37](O)C.[C:40]1(C)[CH:45]=[CH:44][CH:43]=[CH:42][CH:41]=1. No catalyst specified. The product is [CH3:37][O:34][C:31]([C:6]1[CH:5]=[C:4]2[C:9]([C:10]([CH:40]3[CH2:45][CH2:44][CH2:43][CH2:42][CH2:41]3)=[C:2]([C:23]3[CH:24]=[C:25]4[C:20](=[CH:21][CH:22]=3)[N:19]=[C:18]([C:14]3[S:13][C:12]([CH3:11])=[N:16][C:15]=3[CH3:17])[CH:27]=[CH:26]4)[NH:3]2)=[CH:8][CH:7]=1)=[O:32]. The yield is 0.670. (8) The yield is 0.710. The reactants are Br[C:2]1[N:7]=[C:6]([C:8]([O:10][CH3:11])=[O:9])[CH:5]=[CH:4][C:3]=1[F:12].[F:13][C:14]1[CH:15]=[C:16]([C:30]2([OH:34])[CH2:33][CH2:32][CH2:31]2)[CH:17]=[C:18]([F:29])[C:19]=1B1OC(C)(C)C(C)(C)O1. No catalyst specified. The product is [F:13][C:14]1[CH:15]=[C:16]([C:30]2([OH:34])[CH2:31][CH2:32][CH2:33]2)[CH:17]=[C:18]([F:29])[C:19]=1[C:2]1[N:7]=[C:6]([C:8]([O:10][CH3:11])=[O:9])[CH:5]=[CH:4][C:3]=1[F:12]. (9) The reactants are C[O:2][C:3](=[O:38])[C:4]1[CH:9]=[CH:8][CH:7]=[C:6]([NH:10][CH2:11][C:12](=[O:37])[CH2:13][CH2:14][N:15]2[CH2:20][CH2:19][CH:18]([O:21][C:22](=[O:36])[NH:23][C:24]3[CH:29]=[CH:28][CH:27]=[CH:26][C:25]=3[C:30]3[CH:35]=[CH:34][CH:33]=[CH:32][CH:31]=3)[CH2:17][CH2:16]2)[CH:5]=1.[OH-].[Li+].C(#N)C.Cl. The catalyst is O. The product is [C:25]1([C:30]2[CH:35]=[CH:34][CH:33]=[CH:32][CH:31]=2)[CH:26]=[CH:27][CH:28]=[CH:29][C:24]=1[NH:23][C:22]([O:21][CH:18]1[CH2:17][CH2:16][N:15]([CH2:14][CH2:13][C:12]([CH2:11][NH:10][C:6]2[CH:5]=[C:4]([CH:9]=[CH:8][CH:7]=2)[C:3]([OH:38])=[O:2])=[O:37])[CH2:20][CH2:19]1)=[O:36]. The yield is 0.870. (10) The reactants are [Cl:1][C:2]1[C:10]2[C:5](=[CH:6][CH:7]=[CH:8][CH:9]=2)[NH:4][C:3]=1[C:11]#[N:12].[N-:13]=[N+:14]=[N-:15].[Na+].[Cl-].[NH4+].I[CH3:20]. The catalyst is CN(C)C=O.O. The product is [Cl:1][C:2]1[C:10]2[C:5](=[CH:6][CH:7]=[CH:8][CH:9]=2)[NH:4][C:3]=1[C:11]1[N:13]=[N:14][N:15]([CH3:20])[N:12]=1. The yield is 0.452.